From a dataset of NCI-60 drug combinations with 297,098 pairs across 59 cell lines. Regression. Given two drug SMILES strings and cell line genomic features, predict the synergy score measuring deviation from expected non-interaction effect. Drug 1: CNC(=O)C1=NC=CC(=C1)OC2=CC=C(C=C2)NC(=O)NC3=CC(=C(C=C3)Cl)C(F)(F)F. Drug 2: C(CN)CNCCSP(=O)(O)O. Cell line: IGROV1. Synergy scores: CSS=-2.76, Synergy_ZIP=1.18, Synergy_Bliss=0.151, Synergy_Loewe=-3.19, Synergy_HSA=-3.17.